Dataset: Catalyst prediction with 721,799 reactions and 888 catalyst types from USPTO. Task: Predict which catalyst facilitates the given reaction. (1) Reactant: [Cl:1][C:2]1[CH:3]=[C:4]([C:9]2[CH:14]=[CH:13][C:12]([CH2:15]Br)=[CH:11][C:10]=2[F:17])[CH:5]=[CH:6][C:7]=1[Cl:8].[C-:18]#[N:19].[Na+]. Product: [Cl:1][C:2]1[CH:3]=[C:4]([C:9]2[CH:14]=[CH:13][C:12]([CH2:15][C:18]#[N:19])=[CH:11][C:10]=2[F:17])[CH:5]=[CH:6][C:7]=1[Cl:8]. The catalyst class is: 40. (2) Reactant: [CH2:1]([O:3][C:4](=[O:29])[C:5]1[CH:10]=[C:9]([Br:11])[C:8]([CH2:12]Br)=[CH:7][C:6]=1[N:14]([C:22]([O:24][C:25]([CH3:28])([CH3:27])[CH3:26])=[O:23])[C:15]([O:17][C:18]([CH3:21])([CH3:20])[CH3:19])=[O:16])[CH3:2].[C:30]([O:34][C:35](=[O:42])[NH:36][C@@H:37]1[CH2:41][CH2:40][NH:39][CH2:38]1)([CH3:33])([CH3:32])[CH3:31].C(=O)([O-])[O-].[K+].[K+]. Product: [CH2:1]([O:3][C:4](=[O:29])[C:5]1[CH:10]=[C:9]([Br:11])[C:8]([CH2:12][N:39]2[CH2:40][CH2:41][C@@H:37]([NH:36][C:35]([O:34][C:30]([CH3:33])([CH3:32])[CH3:31])=[O:42])[CH2:38]2)=[CH:7][C:6]=1[N:14]([C:15]([O:17][C:18]([CH3:20])([CH3:19])[CH3:21])=[O:16])[C:22]([O:24][C:25]([CH3:28])([CH3:27])[CH3:26])=[O:23])[CH3:2]. The catalyst class is: 3. (3) Reactant: [CH3:1][O:2][CH2:3][CH2:4][OH:5].C1(C)C=CC(S(OCCOC2C=CC(C3[CH:30]=[CH:29][C:28]([C:31]4[CH:36]=[CH:35][C:34]([CH2:37][CH2:38][CH3:39])=[CH:33][CH:32]=4)=[C:27]([F:40])C=3)=CC=2)(=O)=O)=CC=1.[H-].[Na+].Cl.[CH2:45]1[CH2:49][O:48][CH2:47][CH2:46]1. Product: [F:40][C:27]1[CH:46]=[C:47]([O:48][CH2:49][CH2:45][O:5][CH2:4][CH2:3][O:2][CH3:1])[CH:30]=[CH:29][C:28]=1[C:31]1[CH:32]=[CH:33][C:34]([C:37]2[CH:38]=[CH:39][C:31]([CH2:32][CH2:33][CH3:34])=[CH:28][CH:27]=2)=[CH:35][CH:36]=1. The catalyst class is: 72. (4) Reactant: [CH2:1]1[C:7]2[CH:8]=[CH:9][CH:10]=[CH:11][C:6]=2[CH2:5][CH2:4][NH:3][CH2:2]1.N1C=CC=CC=1.Cl[C:19]([O:21][CH2:22][CH3:23])=[O:20]. Product: [CH2:5]1[C:6]2[CH:11]=[CH:10][CH:9]=[CH:8][C:7]=2[CH2:1][CH2:2][N:3]([C:19]([O:21][CH2:22][CH3:23])=[O:20])[CH2:4]1. The catalyst class is: 4. (5) Reactant: [CH2:1]([Mg]Br)[CH3:2].C1COCC1.[CH2:10]([C@@:17]12[CH2:30][CH2:29][C:28](=[O:31])[CH2:27][C@@H:26]1[CH:25]=[CH:24][C:23]1[CH:22]=[C:21]([C:32]([O:34][CH3:35])=[O:33])[CH:20]=[CH:19][C:18]2=1)[C:11]1[CH:16]=[CH:15][CH:14]=[CH:13][CH:12]=1. Product: [CH2:10]([C@@:17]12[CH2:30][CH2:29][C@@:28]([CH2:1][CH3:2])([OH:31])[CH2:27][C@@H:26]1[CH:25]=[CH:24][C:23]1[CH:22]=[C:21]([C:32]([O:34][CH3:35])=[O:33])[CH:20]=[CH:19][C:18]2=1)[C:11]1[CH:12]=[CH:13][CH:14]=[CH:15][CH:16]=1. The catalyst class is: 5. (6) Reactant: [F:1][C:2]([F:26])([F:25])[C:3]([C:18]1[CH:19]=[C:20]([OH:24])[CH:21]=[CH:22][CH:23]=1)([O:8][CH2:9][C:10]1[CH:15]=[CH:14][C:13]([O:16][CH3:17])=[CH:12][CH:11]=1)[C:4]([F:7])([F:6])[F:5].[C:27]1([CH:33]2[CH2:35][O:34]2)[CH:32]=[CH:31][CH:30]=[CH:29][CH:28]=1.C([O-])([O-])=O.[Cs+].[Cs+].O. Product: [C:27]1([CH:33]([OH:34])[CH2:35][O:24][C:20]2[CH:21]=[CH:22][CH:23]=[C:18]([C:3]([O:8][CH2:9][C:10]3[CH:11]=[CH:12][C:13]([O:16][CH3:17])=[CH:14][CH:15]=3)([C:4]([F:6])([F:5])[F:7])[C:2]([F:25])([F:26])[F:1])[CH:19]=2)[CH:32]=[CH:31][CH:30]=[CH:29][CH:28]=1. The catalyst class is: 440. (7) Reactant: [F:1][C:2]1[CH:3]=[CH:4][C:5]([NH:8][C:9]([C@H:11]2[N:15]([C:16](=[O:35])[C@@H:17]([CH2:23][N:24]([CH:33]=[O:34])[O:25]CC3C=CC=CC=3)[CH2:18][CH2:19][CH2:20][CH2:21][CH3:22])[N:14]=[CH:13][CH2:12]2)=[O:10])=[N:6][CH:7]=1. Product: [F:1][C:2]1[CH:3]=[CH:4][C:5]([NH:8][C:9]([C@H:11]2[N:15]([C:16](=[O:35])[C@@H:17]([CH2:23][N:24]([CH:33]=[O:34])[OH:25])[CH2:18][CH2:19][CH2:20][CH2:21][CH3:22])[N:14]=[CH:13][CH2:12]2)=[O:10])=[N:6][CH:7]=1. The catalyst class is: 105.